This data is from Forward reaction prediction with 1.9M reactions from USPTO patents (1976-2016). The task is: Predict the product of the given reaction. (1) Given the reactants [S:1]1[C:5]([C:6]([OH:8])=O)=[CH:4][C:3]2[CH:9]=[CH:10][CH:11]=[CH:12][C:2]1=2.[NH2:13][C:14]1[CH:15]=[CH:16][C:17]([N:22]2[CH2:27][CH2:26][N:25]([CH:28]3[CH2:33][CH2:32][O:31][CH2:30][CH2:29]3)[CH2:24][CH2:23]2)=[C:18]([CH:21]=1)[C:19]#[N:20], predict the reaction product. The product is: [C:19]([C:18]1[CH:21]=[C:14]([NH:13][C:6]([C:5]2[S:1][C:2]3[CH:12]=[CH:11][CH:10]=[CH:9][C:3]=3[CH:4]=2)=[O:8])[CH:15]=[CH:16][C:17]=1[N:22]1[CH2:27][CH2:26][N:25]([CH:28]2[CH2:33][CH2:32][O:31][CH2:30][CH2:29]2)[CH2:24][CH2:23]1)#[N:20]. (2) Given the reactants [CH3:1][O:2][C:3]1[C:4]([CH3:10])=[C:5]([NH2:9])[CH:6]=[CH:7][CH:8]=1.[Cl:11][C:12]1[N:17]=[C:16](Cl)[CH:15]=[CH:14][N:13]=1, predict the reaction product. The product is: [Cl:11][C:12]1[N:17]=[C:16]([NH:9][C:5]2[CH:6]=[CH:7][CH:8]=[C:3]([O:2][CH3:1])[C:4]=2[CH3:10])[CH:15]=[CH:14][N:13]=1. (3) Given the reactants Br[C:2]([CH3:11])([CH3:10])[C:3]([O:5][C:6]([CH3:9])([CH3:8])[CH3:7])=[O:4].[SH:12][CH2:13][CH2:14][NH:15][C:16](=[O:22])[O:17][C:18]([CH3:21])([CH3:20])[CH3:19].C(=O)([O-])[O-].[K+].[K+].O, predict the reaction product. The product is: [C:18]([O:17][C:16]([NH:15][CH2:14][CH2:13][S:12][C:2]([CH3:11])([CH3:10])[C:3]([O:5][C:6]([CH3:9])([CH3:8])[CH3:7])=[O:4])=[O:22])([CH3:21])([CH3:20])[CH3:19]. (4) Given the reactants [OH:1][C:2]1[C:3]2[CH2:23][N:22]([C:24](=[O:26])[CH3:25])[CH2:21][CH2:20][C:4]=2[N:5]=[C:6]([NH:8][C:9]2[CH:14]=[CH:13][C:12]([C:15]3[O:19][CH:18]=[N:17][CH:16]=3)=[CH:11][CH:10]=2)[N:7]=1.N12CCCN=C1CCCCC2.C1C=CC(N([S:45]([C:48]([F:51])([F:50])[F:49])(=[O:47])=[O:46])[S:45]([C:48]([F:51])([F:50])[F:49])(=[O:47])=[O:46])=CC=1, predict the reaction product. The product is: [F:49][C:48]([F:51])([F:50])[S:45]([O:1][C:2]1[C:3]2[CH2:23][N:22]([C:24](=[O:26])[CH3:25])[CH2:21][CH2:20][C:4]=2[N:5]=[C:6]([NH:8][C:9]2[CH:14]=[CH:13][C:12]([C:15]3[O:19][CH:18]=[N:17][CH:16]=3)=[CH:11][CH:10]=2)[N:7]=1)(=[O:47])=[O:46]. (5) Given the reactants [CH2:1]([O:5][C:6]1[CH:10]=[C:9]([C:11](N(OC)C)=[O:12])[N:8]([CH2:17][C:18]2[CH:23]=[CH:22][C:21]([C:24]([F:27])([F:26])[F:25])=[CH:20][CH:19]=2)[N:7]=1)[CH2:2][CH2:3][CH3:4].[H-].C([Al+]CC(C)C)C(C)C.CO.[C@H](O)(C([O-])=O)[C@@H](O)C([O-])=O.[Na+].[K+], predict the reaction product. The product is: [CH2:1]([O:5][C:6]1[CH:10]=[C:9]([CH:11]=[O:12])[N:8]([CH2:17][C:18]2[CH:19]=[CH:20][C:21]([C:24]([F:26])([F:27])[F:25])=[CH:22][CH:23]=2)[N:7]=1)[CH2:2][CH2:3][CH3:4]. (6) Given the reactants [I:1][C:2]1[CH:3]=[C:4]([CH:7]=[CH:8][CH:9]=1)[CH2:5][OH:6].IC.[C:12](=O)([O-])[O-].[K+].[K+].[H-].[Na+], predict the reaction product. The product is: [CH3:12][O:6][CH2:5][C:4]1[CH:3]=[C:2]([I:1])[CH:9]=[CH:8][CH:7]=1.